This data is from Full USPTO retrosynthesis dataset with 1.9M reactions from patents (1976-2016). The task is: Predict the reactants needed to synthesize the given product. (1) Given the product [Br:1][C:2]1[CH:3]=[C:4]([C:14]([NH:17][CH2:18][C:19]2[C:20](=[O:29])[NH:21][C:22]([CH3:28])=[CH:23][C:24]=2[CH2:25][CH2:26][CH3:27])=[O:16])[C:5]2[CH:6]=[N:7][N:8]([CH:11]3[CH2:12][CH2:13]3)[C:9]=2[CH:10]=1, predict the reactants needed to synthesize it. The reactants are: [Br:1][C:2]1[CH:3]=[C:4]([C:14]([OH:16])=O)[C:5]2[CH:6]=[N:7][N:8]([CH:11]3[CH2:13][CH2:12]3)[C:9]=2[CH:10]=1.[NH2:17][CH2:18][C:19]1[C:20](=[O:29])[NH:21][C:22]([CH3:28])=[CH:23][C:24]=1[CH2:25][CH2:26][CH3:27]. (2) Given the product [Cl:21][C:22]1[CH:23]=[CH:24][C:25]([NH:28][C:29]([C@H:31]2[CH2:35][CH2:34][CH2:33][N:32]2[C:50](=[O:51])[CH2:49][C:46]2[CH:45]=[CH:44][C:43]([N:38]3[CH2:39][CH2:40][O:41][CH2:42][C:37]3=[O:36])=[CH:48][CH:47]=2)=[O:30])=[CH:26][CH:27]=1, predict the reactants needed to synthesize it. The reactants are: CN1CCOCC1.Cl.CN(C)CCCN=C=NCC.[Cl-].[Cl:21][C:22]1[CH:27]=[CH:26][C:25]([NH:28][C:29]([C@H:31]2[CH2:35][CH2:34][CH2:33][NH2+:32]2)=[O:30])=[CH:24][CH:23]=1.[O:36]=[C:37]1[CH2:42][O:41][CH2:40][CH2:39][N:38]1[C:43]1[CH:48]=[CH:47][C:46]([CH2:49][C:50](O)=[O:51])=[CH:45][CH:44]=1. (3) Given the product [Cl:13][CH2:14][C:15]1([C:19]([O:21][CH2:22][CH3:23])=[O:20])[CH2:18][N:17]([C:9]([NH:8][C:4]2[CH:5]=[CH:6][CH:7]=[C:2]([Cl:1])[C:3]=2[Cl:11])=[O:10])[CH2:16]1, predict the reactants needed to synthesize it. The reactants are: [Cl:1][C:2]1[CH:7]=[CH:6][CH:5]=[C:4]([N:8]=[C:9]=[O:10])[C:3]=1[Cl:11].Cl.[Cl:13][CH2:14][C:15]1([C:19]([O:21][CH2:22][CH3:23])=[O:20])[CH2:18][NH:17][CH2:16]1.C(N(CC)CC)C. (4) Given the product [CH3:34][O:33][C:30]1[CH:29]=[CH:28][C:27]([CH2:26][O:25][CH2:24][C:5]2[CH:6]=[C:7]([C:8]3[N:16]=[C:15]([CH3:17])[N:14]=[C:13]4[C:9]=3[N:10]=[CH:11][NH:12]4)[C:2]([NH:35][C:36]3[C:37]4[CH:38]=[CH:39][NH:40][C:41]=4[CH:42]=[CH:43][CH:44]=3)=[N:3][CH:4]=2)=[CH:32][CH:31]=1, predict the reactants needed to synthesize it. The reactants are: F[C:2]1[C:7]([C:8]2[N:16]=[C:15]([CH3:17])[N:14]=[C:13]3[C:9]=2[N:10]=[CH:11][N:12]3C2CCCCO2)=[CH:6][C:5]([CH2:24][O:25][CH2:26][C:27]2[CH:32]=[CH:31][C:30]([O:33][CH3:34])=[CH:29][CH:28]=2)=[CH:4][N:3]=1.[NH2:35][C:36]1[CH:44]=[CH:43][CH:42]=[C:41]2[C:37]=1[CH:38]=[CH:39][NH:40]2.Cl. (5) Given the product [N:9]1([C:6]([N:4]2[CH2:5][C:2]([F:8])([F:1])[CH2:3]2)=[NH:7])[C:13]2[CH:14]=[CH:15][CH:16]=[CH:17][C:12]=2[N:11]=[N:10]1, predict the reactants needed to synthesize it. The reactants are: [F:1][C:2]1([F:8])[CH2:5][N:4]([C:6]#[N:7])[CH2:3]1.[NH:9]1[C:13]2[CH:14]=[CH:15][CH:16]=[CH:17][C:12]=2[N:11]=[N:10]1. (6) Given the product [CH:20]([O:19][CH2:18][CH2:17][CH2:16][CH2:15][CH2:14][O:1][C:2]1[CH:3]=[CH:4][C:5]([C:6]([OH:8])=[O:7])=[CH:11][CH:12]=1)=[CH2:21], predict the reactants needed to synthesize it. The reactants are: [OH:1][C:2]1[CH:12]=[CH:11][C:5]([C:6]([O:8]CC)=[O:7])=[CH:4][CH:3]=1.Br[CH2:14][CH2:15][CH2:16][CH2:17][CH2:18][O:19][CH:20]=[CH2:21].C(=O)([O-])[O-].[K+].[K+].CN(C)C(=O)C.